This data is from Full USPTO retrosynthesis dataset with 1.9M reactions from patents (1976-2016). The task is: Predict the reactants needed to synthesize the given product. (1) Given the product [F:24][C:25]([F:30])([F:29])[C:26]([OH:28])=[O:27].[F:23][C:20]([F:21])([F:22])[CH2:19][CH2:18][O:17][C:13]1[CH:14]=[C:15]2[C:10](=[CH:11][CH:12]=1)[CH2:9][NH:8][CH2:16]2, predict the reactants needed to synthesize it. The reactants are: C(OC([N:8]1[CH2:16][C:15]2[C:10](=[CH:11][CH:12]=[C:13]([O:17][CH2:18][CH2:19][C:20]([F:23])([F:22])[F:21])[CH:14]=2)[CH2:9]1)=O)(C)(C)C.[F:24][C:25]([F:30])([F:29])[C:26]([OH:28])=[O:27]. (2) Given the product [C:17]([OH:12])(=[O:18])[C:16]([OH:22])=[O:15].[Cl:2][C:3]1[CH:9]=[CH:8][C:7]([Cl:10])=[CH:6][C:4]=1[NH:5][NH2:11], predict the reactants needed to synthesize it. The reactants are: Cl.[Cl:2][C:3]1[CH:9]=[CH:8][C:7]([Cl:10])=[CH:6][C:4]=1[NH2:5].[N:11]([O-])=[O:12].[Na+].[O:15]=[C:16]1[O:22][C@H]([C@H](CO)O)C(O)=[C:17]1[OH:18].